From a dataset of Full USPTO retrosynthesis dataset with 1.9M reactions from patents (1976-2016). Predict the reactants needed to synthesize the given product. Given the product [F:1][C:2]1[CH:9]=[CH:8][CH:7]=[C:6]([C:10]([F:13])([F:12])[F:11])[C:3]=1[CH2:4][N:21]1[C:29]2[C:24](=[CH:25][CH:26]=[C:27]([CH2:30][C:31]([OH:33])=[O:32])[CH:28]=2)[CH:23]=[CH:22]1.[CH2:14]([N:21]1[C:29]2[C:24](=[CH:25][CH:26]=[C:27]([CH2:30][C:31]([OH:33])=[O:32])[CH:28]=2)[CH:23]=[CH:22]1)[C:15]1[CH:16]=[CH:17][CH:18]=[CH:19][CH:20]=1, predict the reactants needed to synthesize it. The reactants are: [F:1][C:2]1[CH:9]=[CH:8][CH:7]=[C:6]([C:10]([F:13])([F:12])[F:11])[C:3]=1[CH2:4]Br.[CH2:14]([N:21]1[C:29]2[C:24](=[CH:25][CH:26]=[C:27]([CH2:30][C:31]([OH:33])=[O:32])[CH:28]=2)[CH:23]=[CH:22]1)[C:15]1[CH:20]=[CH:19][CH:18]=[CH:17][CH:16]=1.